From a dataset of Full USPTO retrosynthesis dataset with 1.9M reactions from patents (1976-2016). Predict the reactants needed to synthesize the given product. (1) Given the product [Cl:1][C:2]1[N:3]=[CH:4][NH:5][C:6]=1[C:7]([NH:9][CH2:10][C:11]1[CH:16]=[CH:15][C:14]([Cl:17])=[C:13]([O:18][C:19]2[CH:24]=[C:23]([CH:25]3[CH2:27][CH2:26]3)[CH:22]=[C:21]([C:28]#[N:29])[CH:20]=2)[C:12]=1[F:30])=[O:8], predict the reactants needed to synthesize it. The reactants are: [Cl:1][C:2]1[N:3]=[CH:4][N:5](COCC[Si](C)(C)C)[C:6]=1[C:7]([NH:9][CH2:10][C:11]1[CH:16]=[CH:15][C:14]([Cl:17])=[C:13]([O:18][C:19]2[CH:24]=[C:23]([CH:25]3[CH2:27][CH2:26]3)[CH:22]=[C:21]([C:28]#[N:29])[CH:20]=2)[C:12]=1[F:30])=[O:8].C(O)(C(F)(F)F)=O. (2) Given the product [C:33]1([C:31]2[N:32]=[C:26]([CH:11]3[CH2:12][CH:13]([C:15]4[CH:20]=[CH:19][C:18]([O:21][C:22]([F:23])([F:25])[F:24])=[CH:17][CH:16]=4)[CH2:14][N:9]([C:7]([N:1]4[CH2:6][CH2:5][O:4][CH2:3][CH2:2]4)=[O:8])[CH2:10]3)[O:28][N:30]=2)[CH:38]=[CH:37][CH:36]=[CH:35][CH:34]=1, predict the reactants needed to synthesize it. The reactants are: [N:1]1([C:7]([N:9]2[CH2:14][CH:13]([C:15]3[CH:20]=[CH:19][C:18]([O:21][C:22]([F:25])([F:24])[F:23])=[CH:17][CH:16]=3)[CH2:12][CH:11]([C:26]([OH:28])=O)[CH2:10]2)=[O:8])[CH2:6][CH2:5][O:4][CH2:3][CH2:2]1.O[NH:30][C:31]([C:33]1[CH:38]=[CH:37][CH:36]=[CH:35][CH:34]=1)=[NH:32]. (3) Given the product [F:1][C:2]([F:11])([F:12])[C:3](=[O:10])[CH2:4][C:5]([O:7][CH2:8][C:9]1[CH:18]=[CH:19][CH:14]=[CH:15][CH:16]=1)=[O:6], predict the reactants needed to synthesize it. The reactants are: [F:1][C:2]([F:12])([F:11])[C:3](=[O:10])[CH2:4][C:5]([O:7][CH2:8][CH3:9])=[O:6].C(O)[C:14]1[CH:19]=[CH:18]C=[CH:16][CH:15]=1.